From a dataset of Peptide-MHC class I binding affinity with 185,985 pairs from IEDB/IMGT. Regression. Given a peptide amino acid sequence and an MHC pseudo amino acid sequence, predict their binding affinity value. This is MHC class I binding data. The binding affinity (normalized) is 0.0847. The peptide sequence is SLMASSPTSI. The MHC is HLA-A01:01 with pseudo-sequence HLA-A01:01.